Task: Predict the product of the given reaction.. Dataset: Forward reaction prediction with 1.9M reactions from USPTO patents (1976-2016) (1) Given the reactants [CH3:1][O:2][C:3]1[CH:4]=[C:5]([C:11]([C:13]2[C:14]3[CH:25]=[C:24]([OH:26])[C:23]4[C:18](=[CH:19][CH:20]=[CH:21][CH:22]=4)[C:15]=3[O:16][CH:17]=2)=[O:12])[CH:6]=[CH:7][C:8]=1[O:9][CH3:10].[N+]([O-])(O)=[O:28].O.C(Cl)(Cl)Cl.CO, predict the reaction product. The product is: [CH3:1][O:2][C:3]1[CH:4]=[C:5]([CH:6]=[CH:7][C:8]=1[O:9][CH3:10])[C:11]([C:13]1[C:14]2[C:25](=[O:28])[C:24](=[O:26])[C:23]3[C:18](=[CH:19][CH:20]=[CH:21][CH:22]=3)[C:15]=2[O:16][CH:17]=1)=[O:12]. (2) Given the reactants [CH2:1]([C:3]1[CH:8]=[CH:7][C:6]([CH:9]([CH:30]([CH3:35])[C:31]([F:34])([F:33])[F:32])[C:10]([NH:12][C:13]2[CH:14]=[C:15]([CH:27]=[CH:28][CH:29]=2)[CH2:16][C:17]2([C:20]([O:22]C(C)(C)C)=[O:21])[CH2:19][CH2:18]2)=[O:11])=[CH:5][CH:4]=1)[CH3:2].C(O)(C(F)(F)F)=O, predict the reaction product. The product is: [CH2:1]([C:3]1[CH:4]=[CH:5][C:6]([CH:9]([CH:30]([CH3:35])[C:31]([F:32])([F:33])[F:34])[C:10]([NH:12][C:13]2[CH:14]=[C:15]([CH:27]=[CH:28][CH:29]=2)[CH2:16][C:17]2([C:20]([OH:22])=[O:21])[CH2:19][CH2:18]2)=[O:11])=[CH:7][CH:8]=1)[CH3:2]. (3) Given the reactants [I:1][C:2]1[C:10]2[C:5](=[N:6][CH:7]=[C:8]([C:11]([O:13][CH3:14])=[O:12])[CH:9]=2)[NH:4][CH:3]=1.C(N(CC)C(C)C)(C)C.[C:24]([O:28][C:29](O[C:29]([O:28][C:24]([CH3:27])([CH3:26])[CH3:25])=[O:30])=[O:30])([CH3:27])([CH3:26])[CH3:25], predict the reaction product. The product is: [I:1][C:2]1[C:10]2[C:5](=[N:6][CH:7]=[C:8]([C:11]([O:13][CH3:14])=[O:12])[CH:9]=2)[N:4]([C:29]([O:28][C:24]([CH3:27])([CH3:26])[CH3:25])=[O:30])[CH:3]=1. (4) Given the reactants [C:1]1([N:7]2[C:11]([B:12]([OH:14])[OH:13])=[CH:10][CH:9]=[N:8]2)[CH:6]=[CH:5][CH:4]=[CH:3][CH:2]=1.O[C:16]([C:19](O)([CH3:21])[CH3:20])([CH3:18])[CH3:17], predict the reaction product. The product is: [C:1]1([N:7]2[C:11]([B:12]3[O:13][C:19]([CH3:21])([CH3:20])[C:16]([CH3:18])([CH3:17])[O:14]3)=[CH:10][CH:9]=[N:8]2)[CH:2]=[CH:3][CH:4]=[CH:5][CH:6]=1. (5) The product is: [CH:49]1([NH:52][CH2:53][C@@H:54]2[C@@H:58]([OH:59])[CH2:57][CH2:56][N:55]2[C:31](=[O:32])[CH2:30][C:26]2[C:25]([CH3:34])=[C:24](/[CH:23]=[C:16]3\[C:17](=[O:22])[NH:18][C:19]4[C:15]\3=[CH:14][C:13]([S:10]([CH2:9][C:3]3[C:4]([Cl:8])=[CH:5][CH:6]=[CH:7][C:2]=3[Cl:1])(=[O:11])=[O:12])=[CH:21][CH:20]=4)[NH:28][C:27]=2[CH3:29])[CH2:51][CH2:50]1. Given the reactants [Cl:1][C:2]1[CH:7]=[CH:6][CH:5]=[C:4]([Cl:8])[C:3]=1[CH2:9][S:10]([C:13]1[CH:14]=[C:15]2[C:19](=[CH:20][CH:21]=1)[NH:18][C:17](=[O:22])/[C:16]/2=[CH:23]\[C:24]1[NH:28][C:27]([CH3:29])=[C:26]([CH2:30][C:31](O)=[O:32])[C:25]=1[CH3:34])(=[O:12])=[O:11].C1C=CC2N(O)N=NC=2C=1.C(Cl)CCl.[CH:49]1([NH:52][CH2:53][C@@H:54]2[C@@H:58]([OH:59])[CH2:57][CH2:56][NH:55]2)[CH2:51][CH2:50]1, predict the reaction product. (6) Given the reactants [N+:1]([C:4]1[C:10]([OH:11])=[CH:9][CH:8]=[CH:7][C:5]=1[OH:6])([O-:3])=[O:2].[I:12]I, predict the reaction product. The product is: [I:12][C:7]1[CH:8]=[CH:9][C:10]([OH:11])=[C:4]([N+:1]([O-:3])=[O:2])[C:5]=1[OH:6]. (7) Given the reactants Cl[C:2]1[CH:7]=[C:6]([C:8]2[CH:13]=[CH:12][CH:11]=[CH:10][C:9]=2[F:14])[N:5]=[CH:4][N:3]=1.[CH2:15]([OH:19])[CH2:16][C:17]#[CH:18].[H-].[Na+].O, predict the reaction product. The product is: [F:14][C:9]1[CH:10]=[CH:11][CH:12]=[CH:13][C:8]=1[C:6]1[CH:7]=[C:2]([O:19][CH2:15][CH2:16][C:17]#[CH:18])[N:3]=[CH:4][N:5]=1. (8) The product is: [Br-:2].[N:25]([CH2:3][CH2:4][CH2:5][P+:6]([C:19]1[CH:24]=[CH:23][CH:22]=[CH:21][CH:20]=1)([C:13]1[CH:18]=[CH:17][CH:16]=[CH:15][CH:14]=1)[C:7]1[CH:12]=[CH:11][CH:10]=[CH:9][CH:8]=1)=[N+:26]=[N-:27]. Given the reactants [Br-].[Br:2][CH2:3][CH2:4][CH2:5][P+:6]([C:19]1[CH:24]=[CH:23][CH:22]=[CH:21][CH:20]=1)([C:13]1[CH:18]=[CH:17][CH:16]=[CH:15][CH:14]=1)[C:7]1[CH:12]=[CH:11][CH:10]=[CH:9][CH:8]=1.[N-:25]=[N+:26]=[N-:27].[Na+], predict the reaction product.